Task: Predict the product of the given reaction.. Dataset: Forward reaction prediction with 1.9M reactions from USPTO patents (1976-2016) Given the reactants [C:1]([O:4][CH2:5][C:6]1[C:11](B2OC(C)(C)C(C)(C)O2)=[CH:10][CH:9]=[CH:8][C:7]=1[N:21]1[CH2:32][CH2:31][N:30]2[C:23](=[CH:24][C:25]3[CH2:26][C:27]([CH3:34])([CH3:33])[CH2:28][C:29]=32)[C:22]1=[O:35])(=[O:3])[CH3:2].Br[C:37]1[CH:38]=[C:39]([NH:45][C:46]2[CH:51]=[CH:50][C:49]([N:52]3[CH2:57][CH2:56][N:55]([CH:58]4[CH2:61][O:60][CH2:59]4)[CH2:54][CH2:53]3)=[CH:48][N:47]=2)[C:40](=[O:44])[N:41]([CH3:43])[CH:42]=1.CC([O-])=O.[Na+], predict the reaction product. The product is: [C:1]([O:4][CH2:5][C:6]1[C:11]([C:37]2[CH:38]=[C:39]([NH:45][C:46]3[CH:51]=[CH:50][C:49]([N:52]4[CH2:57][CH2:56][N:55]([CH:58]5[CH2:59][O:60][CH2:61]5)[CH2:54][CH2:53]4)=[CH:48][N:47]=3)[C:40](=[O:44])[N:41]([CH3:43])[CH:42]=2)=[CH:10][CH:9]=[CH:8][C:7]=1[N:21]1[CH2:32][CH2:31][N:30]2[C:23](=[CH:24][C:25]3[CH2:26][C:27]([CH3:33])([CH3:34])[CH2:28][C:29]=32)[C:22]1=[O:35])(=[O:3])[CH3:2].